From a dataset of Forward reaction prediction with 1.9M reactions from USPTO patents (1976-2016). Predict the product of the given reaction. (1) Given the reactants [F:1][C:2]1[CH:7]=[CH:6][CH:5]=[C:4]([F:8])[C:3]=1[C:9]1[O:10][C:11]([C:19]2[S:20][CH:21]=[CH:22][CH:23]=2)=[C:12]([C:14]([O:16]CC)=[O:15])[N:13]=1.[OH-].[K+].Cl, predict the reaction product. The product is: [F:8][C:4]1[CH:5]=[CH:6][CH:7]=[C:2]([F:1])[C:3]=1[C:9]1[O:10][C:11]([C:19]2[S:20][CH:21]=[CH:22][CH:23]=2)=[C:12]([C:14]([OH:16])=[O:15])[N:13]=1. (2) Given the reactants [CH3:1][O:2][C:3]1[CH:27]=[C:26]([O:28][CH3:29])[CH:25]=[CH:24][C:4]=1[CH2:5][N:6]([C:19]1[S:23][N:22]=[CH:21][N:20]=1)[S:7]([C:10]1[CH:15]=[C:14]([F:16])[C:13](F)=[CH:12][C:11]=1[F:18])(=[O:9])=[O:8].[I:30][C:31]1[CH:36]=[C:35]([C:37]([F:40])([F:39])[F:38])[CH:34]=[CH:33][C:32]=1[OH:41], predict the reaction product. The product is: [CH3:1][O:2][C:3]1[CH:27]=[C:26]([O:28][CH3:29])[CH:25]=[CH:24][C:4]=1[CH2:5][N:6]([C:19]1[S:23][N:22]=[CH:21][N:20]=1)[S:7]([C:10]1[CH:15]=[C:14]([F:16])[C:13]([O:41][C:32]2[CH:33]=[CH:34][C:35]([C:37]([F:38])([F:39])[F:40])=[CH:36][C:31]=2[I:30])=[CH:12][C:11]=1[F:18])(=[O:8])=[O:9]. (3) Given the reactants [Cl:1][C:2]1[C:7]2[CH:8]=[N:9][NH:10][C:6]=2[CH:5]=[CH:4][N:3]=1.[OH-].[K+].[I:13]I.S([O-])([O-])(=O)=S.[Na+].[Na+], predict the reaction product. The product is: [Cl:1][C:2]1[C:7]2[C:8]([I:13])=[N:9][NH:10][C:6]=2[CH:5]=[CH:4][N:3]=1. (4) Given the reactants [CH3:1][C@@H:2]1[NH:7][CH2:6][CH2:5][N:4]([C:8]([O:10][C:11]([CH3:14])([CH3:13])[CH3:12])=[O:9])[CH2:3]1.[C:15](Cl)(=[O:22])[C:16]1[CH:21]=[CH:20][CH:19]=[CH:18][CH:17]=1, predict the reaction product. The product is: [C:15]([N:7]1[CH2:6][CH2:5][N:4]([C:8]([O:10][C:11]([CH3:13])([CH3:12])[CH3:14])=[O:9])[CH2:3][C@@H:2]1[CH3:1])(=[O:22])[C:16]1[CH:21]=[CH:20][CH:19]=[CH:18][CH:17]=1. (5) The product is: [N:3]1[CH:4]=[CH:5][CH:6]=[CH:7][C:2]=1[N:8]1[CH2:9][CH2:10][CH:11]([NH:14][C:15](=[O:21])[O:16][C:17]([CH3:19])([CH3:18])[CH3:20])[CH2:12][CH2:13]1. Given the reactants Cl[C:2]1[CH:7]=[CH:6][CH:5]=[CH:4][N:3]=1.[NH:8]1[CH2:13][CH2:12][CH:11]([NH:14][C:15](=[O:21])[O:16][C:17]([CH3:20])([CH3:19])[CH3:18])[CH2:10][CH2:9]1.CCOC(C)=O, predict the reaction product.